From a dataset of Full USPTO retrosynthesis dataset with 1.9M reactions from patents (1976-2016). Predict the reactants needed to synthesize the given product. (1) The reactants are: [N:1]1[NH:2][N:3]=[N:4][C:5]=1[CH:6]1[CH2:11][CH2:10][N:9](C(OC(C)(C)C)=O)[CH2:8][CH2:7]1.[C:19]1(P(C2C=CC=CC=2)C2C=CC=CC=2)C=CC=CC=1.N(C(OC(C)C)=O)=NC(OC(C)C)=O.CO. Given the product [CH3:19][N:2]1[N:3]=[N:4][C:5]([CH:6]2[CH2:11][CH2:10][NH:9][CH2:8][CH2:7]2)=[N:1]1, predict the reactants needed to synthesize it. (2) The reactants are: [F:1][C:2]([F:6])([F:5])[CH2:3][NH2:4].CN1CCN(C)C1=O.[CH:15]([C:19]1[C:20]([Br:28])=[N:21][C:22]([S:26][CH3:27])=[N:23][C:24]=1Br)([CH2:17][CH3:18])[CH3:16]. Given the product [Br:28][C:20]1[N:21]=[C:22]([S:26][CH3:27])[N:23]=[C:24]([NH:4][CH2:3][C:2]([F:6])([F:5])[F:1])[C:19]=1[CH:15]([CH2:17][CH3:18])[CH3:16], predict the reactants needed to synthesize it. (3) Given the product [Cl:33][C:2]1[N:3]=[CH:4][C:5]([O:31][CH3:32])=[C:6]2[C:10]([C:11](=[O:30])[C:12]([N:14]3[CH2:23][CH2:22][C:21]4[C:16](=[CH:17][CH:18]=[CH:19][C:20]=4[C:24]4[CH:29]=[CH:28][CH:27]=[CH:26][N:25]=4)[CH2:15]3)=[O:13])=[CH:9][NH:8][C:7]=12, predict the reactants needed to synthesize it. The reactants are: Br[C:2]1[N:3]=[CH:4][C:5]([O:31][CH3:32])=[C:6]2[C:10]([C:11](=[O:30])[C:12]([N:14]3[CH2:23][CH2:22][C:21]4[C:16](=[CH:17][CH:18]=[CH:19][C:20]=4[C:24]4[CH:29]=[CH:28][CH:27]=[CH:26][N:25]=4)[CH2:15]3)=[O:13])=[CH:9][NH:8][C:7]=12.[Cl-:33].OCC1N=C[NH2+]N=1. (4) Given the product [C:1]1([CH2:7][CH2:8][CH2:9][CH2:10][O:11][C:12]2[CH:13]=[C:14]3[C:19](=[CH:20][CH:21]=2)[C:18](=[CH:25][C:23]#[N:24])[CH2:17][CH2:16][CH2:15]3)[CH:6]=[CH:5][CH:4]=[CH:3][CH:2]=1, predict the reactants needed to synthesize it. The reactants are: [C:1]1([CH2:7][CH2:8][CH2:9][CH2:10][O:11][C:12]2[CH:13]=[C:14]3[C:19](=[CH:20][CH:21]=2)[C:18](=O)[CH2:17][CH2:16][CH2:15]3)[CH:6]=[CH:5][CH:4]=[CH:3][CH:2]=1.[C:23]([CH2:25]P(=O)(OCC)OCC)#[N:24].[H-].[Na+].O. (5) Given the product [CH3:17][O:16][C:4]1[N:3]=[C:2]([NH:30][CH2:29][CH2:28][C:25]2[CH:24]=[CH:23][C:22]([N+:19]([O-:21])=[O:20])=[CH:27][CH:26]=2)[CH:7]=[C:6]([C:8]2[CH:13]=[CH:12][CH:11]=[C:10]([O:14][CH3:15])[CH:9]=2)[N:5]=1, predict the reactants needed to synthesize it. The reactants are: Cl[C:2]1[CH:7]=[C:6]([C:8]2[CH:13]=[CH:12][CH:11]=[C:10]([O:14][CH3:15])[CH:9]=2)[N:5]=[C:4]([O:16][CH3:17])[N:3]=1.Cl.[N+:19]([C:22]1[CH:27]=[CH:26][C:25]([CH2:28][CH2:29][NH2:30])=[CH:24][CH:23]=1)([O-:21])=[O:20].C(N(C(C)C)CC)(C)C. (6) Given the product [CH3:37][O:38][C:39]1[CH:71]=[CH:70][CH:69]=[CH:68][C:40]=1[O:41][C:42]1[CH:43]=[C:44]([CH:65]=[CH:66][CH:67]=1)[CH2:45][N:46]1[CH2:51][CH2:50][CH:49]([NH:21][C:12]([CH:10]2[C:9]3[C:4](=[CH:5][CH:6]=[CH:7][CH:8]=3)[NH:3][C:2](=[O:1])[CH2:11]2)=[O:14])[CH2:48][CH2:47]1, predict the reactants needed to synthesize it. The reactants are: [O:1]=[C:2]1[CH2:11][CH:10]([C:12]([OH:14])=O)[C:9]2[C:4](=[CH:5][CH:6]=[CH:7][CH:8]=2)[NH:3]1.OC1C2N=N[NH:21]C=2C=CC=1.Cl.CN(C)CCCN=C=NCC.[CH3:37][O:38][C:39]1[CH:71]=[CH:70][CH:69]=[CH:68][C:40]=1[O:41][C:42]1[CH:43]=[C:44]([CH:65]=[CH:66][CH:67]=1)[CH2:45][N:46]1[CH2:51][CH2:50][CH:49](C2C3C(=CC=CC=3)N(S(C)(=O)=O)C2)[CH2:48][CH2:47]1.ClC1C=CC=CC=1OC1C=C(C=CC=1)CN1CCC(C2C3C(=CC=CC=3)N(S(C)(=O)=O)C2)CC1.CN1CCOCC1. (7) Given the product [Cl:32][C:29]1[CH:28]=[N:27][C:26]([NH:1][CH2:2][C@@H:3]2[C@H:8]([CH3:9])[CH2:7][CH2:6][CH2:5][N:4]2[C:10]([C:12]2[C:13]([C:19]3[N:20]=[CH:21][CH:22]=[CH:23][N:24]=3)=[CH:14][CH:15]=[CH:16][C:17]=2[F:18])=[O:11])=[N:31][CH:30]=1, predict the reactants needed to synthesize it. The reactants are: [NH2:1][CH2:2][C@@H:3]1[C@H:8]([CH3:9])[CH2:7][CH2:6][CH2:5][N:4]1[C:10]([C:12]1[C:17]([F:18])=[CH:16][CH:15]=[CH:14][C:13]=1[C:19]1[N:24]=[CH:23][CH:22]=[CH:21][N:20]=1)=[O:11].Cl[C:26]1[N:31]=[CH:30][C:29]([Cl:32])=[CH:28][N:27]=1. (8) The reactants are: [Br:1][C:2]1[CH:3]=[CH:4][C:5]([I:10])=[C:6]([CH2:8]O)[CH:7]=1.P(Br)(Br)[Br:12].C(Cl)Cl.C([O-])(O)=O.[Na+]. Given the product [Br:1][C:2]1[CH:3]=[CH:4][C:5]([I:10])=[C:6]([CH2:8][Br:12])[CH:7]=1, predict the reactants needed to synthesize it.